Task: Regression. Given a peptide amino acid sequence and an MHC pseudo amino acid sequence, predict their binding affinity value. This is MHC class I binding data.. Dataset: Peptide-MHC class I binding affinity with 185,985 pairs from IEDB/IMGT (1) The peptide sequence is EREQTLNQL. The MHC is Mamu-B1001 with pseudo-sequence YTEMYEQNSANTHVDTAYLTYHYYTWAERAYRWY. The binding affinity (normalized) is 0.0188. (2) The binding affinity (normalized) is 0.213. The MHC is HLA-B27:05 with pseudo-sequence HLA-B27:05. The peptide sequence is AVEGGLYPV. (3) The peptide sequence is VDFKTPGTY. The MHC is HLA-A02:03 with pseudo-sequence HLA-A02:03. The binding affinity (normalized) is 0.0847. (4) The peptide sequence is GVPPKVVSY. The MHC is HLA-B15:01 with pseudo-sequence HLA-B15:01. The binding affinity (normalized) is 0.203.